This data is from Full USPTO retrosynthesis dataset with 1.9M reactions from patents (1976-2016). The task is: Predict the reactants needed to synthesize the given product. (1) Given the product [ClH:1].[Cl:1][C:2]1[CH:3]=[C:4]([C:9]2[N:14]=[C:13]3[CH2:15][CH2:16][CH2:17][C:12]3=[C:11]([NH:18][C:19]3[CH:20]=[CH:21][C:22]([CH2:25][CH2:26][OH:27])=[CH:23][CH:24]=3)[CH:10]=2)[CH:5]=[CH:6][C:7]=1[Cl:8], predict the reactants needed to synthesize it. The reactants are: [Cl:1][C:2]1[CH:3]=[C:4]([C:9]2[N:14]=[C:13]3[CH2:15][CH2:16][CH2:17][C:12]3=[C:11]([NH:18][C:19]3[CH:24]=[CH:23][C:22]([CH2:25][C:26](OCC)=[O:27])=[CH:21][CH:20]=3)[CH:10]=2)[CH:5]=[CH:6][C:7]=1[Cl:8].NC1C=CC(CCO)=CC=1. (2) Given the product [CH2:1]([C:3]1[CH:4]=[CH:5][C:6]([O:17][CH2:18][CH2:21][C@@H:20]([OH:19])[CH3:34])=[C:7]([C:9]([C:11]2[CH:16]=[CH:15][CH:14]=[CH:13][CH:12]=2)=[O:10])[CH:8]=1)[CH3:2], predict the reactants needed to synthesize it. The reactants are: [CH2:1]([C:3]1[CH:4]=[CH:5][C:6]([O:17][CH3:18])=[C:7]([C:9]([C:11]2[CH:16]=[CH:15][CH:14]=[CH:13][CH:12]=2)=[O:10])[CH:8]=1)[CH3:2].[OH:19][C@@H:20]([CH3:34])[CH2:21]COS(C1C=CC(C)=CC=1)(=O)=O.C(=O)([O-])[O-].[Cs+].[Cs+]. (3) Given the product [Cl:1][C:2]1[C:3]([O:32][CH3:33])=[CH:4][C:5]2[O:10][CH:9]([C:11]([N:13]3[CH2:18][CH2:17][C:16]([CH2:19][C:20]4[CH:25]=[CH:24][C:23]([F:26])=[CH:22][CH:21]=4)([C:27]#[N:28])[CH2:15][CH2:14]3)=[O:12])[CH2:8][N:7]([C:29]3[N:34]=[N:35][NH:36][N:30]=3)[C:6]=2[CH:31]=1, predict the reactants needed to synthesize it. The reactants are: [Cl:1][C:2]1[C:3]([O:32][CH3:33])=[CH:4][C:5]2[O:10][CH:9]([C:11]([N:13]3[CH2:18][CH2:17][C:16]([C:27]#[N:28])([CH2:19][C:20]4[CH:25]=[CH:24][C:23]([F:26])=[CH:22][CH:21]=4)[CH2:15][CH2:14]3)=[O:12])[CH2:8][N:7]([C:29]#[N:30])[C:6]=2[CH:31]=1.[N-:34]=[N+:35]=[N-:36].[Na+].[NH4+].[Cl-]. (4) The reactants are: C[O:2][C:3]([C:5]1[C:9]([NH:10][C:11](=[O:13])[CH3:12])=[CH:8][S:7][C:6]=1[CH3:14])=[O:4].[OH-].[Na+]. Given the product [C:11]([NH:10][C:9]1[C:5]([C:3]([OH:4])=[O:2])=[C:6]([CH3:14])[S:7][CH:8]=1)(=[O:13])[CH3:12], predict the reactants needed to synthesize it. (5) Given the product [ClH:29].[CH:11]1[C:12]2[C:7](=[CH:6][C:5]3[C:14]([C:13]=2[CH2:15][N:16]([CH2:27][CH3:28])[CH2:17][CH2:18][CH2:19][NH:20][CH2:21][CH2:22][CH2:23][O:24][CH2:25][CH3:26])=[CH:1][CH:2]=[CH:3][CH:4]=3)[CH:8]=[CH:9][CH:10]=1, predict the reactants needed to synthesize it. The reactants are: [CH:1]1[C:14]2[C:5](=[CH:6][C:7]3[C:12]([C:13]=2[CH2:15][N:16]([CH2:27][CH3:28])[CH2:17][CH2:18][CH2:19][NH:20][CH2:21][CH2:22][CH2:23][O:24][CH2:25][CH3:26])=[CH:11][CH:10]=[CH:9][CH:8]=3)[CH:4]=[CH:3][CH:2]=1.[ClH:29]. (6) Given the product [CH3:2][S:3][C:4]1[N:8]([C:25]([O:24][C:20]([CH3:23])([CH3:22])[CH3:21])=[O:26])[C@H:7]2[CH2:9][CH2:10][CH2:11][CH2:12][C@H:6]2[N:5]=1, predict the reactants needed to synthesize it. The reactants are: I.[CH3:2][S:3][C:4]1[NH:8][C@H:7]2[CH2:9][CH2:10][CH2:11][CH2:12][C@H:6]2[N:5]=1.C(N(CC)CC)C.[C:20]([O:24][C:25](O[C:25]([O:24][C:20]([CH3:23])([CH3:22])[CH3:21])=[O:26])=[O:26])([CH3:23])([CH3:22])[CH3:21]. (7) The reactants are: [Br:1][C:2]1[CH:9]=[CH:8][C:7]([C:10]([F:13])([F:12])[F:11])=[CH:6][C:3]=1[CH:4]=[O:5].[CH3:14][Mg]Cl. Given the product [Br:1][C:2]1[CH:9]=[CH:8][C:7]([C:10]([F:11])([F:12])[F:13])=[CH:6][C:3]=1[CH:4]([OH:5])[CH3:14], predict the reactants needed to synthesize it. (8) Given the product [CH3:36][O:37][CH:38]1[CH2:43][CH2:42][N:41]([C:29](=[O:31])[CH:28]([N:26]2[CH:27]=[C:23]([C:21]3[CH:20]=[N:19][N:18]4[C:14]([C:10]5[CH:9]=[C:8]([NH:7][C:5]([NH:4][CH2:3][C:2]([F:33])([F:34])[F:1])=[O:6])[CH:13]=[CH:12][CH:11]=5)=[CH:15][N:16]=[C:17]4[CH:22]=3)[CH:24]=[N:25]2)[CH3:32])[CH2:40][CH2:39]1, predict the reactants needed to synthesize it. The reactants are: [F:1][C:2]([F:34])([F:33])[CH2:3][NH:4][C:5]([NH:7][C:8]1[CH:9]=[C:10]([C:14]2[N:18]3[N:19]=[CH:20][C:21]([C:23]4[CH:24]=[N:25][N:26]([CH:28]([CH3:32])[C:29]([OH:31])=O)[CH:27]=4)=[CH:22][C:17]3=[N:16][CH:15]=2)[CH:11]=[CH:12][CH:13]=1)=[O:6].Cl.[CH3:36][O:37][CH:38]1[CH2:43][CH2:42][NH:41][CH2:40][CH2:39]1. (9) Given the product [CH2:1]([O:7][C:8]([NH:10][C:11]1[CH:16]=[C:15]([CH2:17][C@H:18]2[C:21](=[O:22])[N:20]([C:23](=[O:33])[NH:24][C@@H:25]([C:27]3[CH:32]=[CH:31][CH:30]=[CH:29][CH:28]=3)[CH3:26])[C@@H:19]2[C:34]([OH:36])=[O:35])[CH:14]=[CH:13][N:12]=1)=[O:9])[CH2:2][CH2:3][CH2:4][CH2:5][CH3:6], predict the reactants needed to synthesize it. The reactants are: [CH2:1]([O:7][C:8]([NH:10][C:11]1[CH:16]=[C:15]([CH2:17][C@H:18]2[C:21](=[O:22])[N:20]([C:23](=[O:33])[NH:24][C@@H:25]([C:27]3[CH:32]=[CH:31][CH:30]=[CH:29][CH:28]=3)[CH3:26])[C@@H:19]2[C:34]([O:36]CC2C=CC=CC=2)=[O:35])[CH:14]=[CH:13][N:12]=1)=[O:9])[CH2:2][CH2:3][CH2:4][CH2:5][CH3:6]. (10) Given the product [Br:19][CH:8]([C:4]1[CH:5]=[CH:6][CH:7]=[C:2]([Cl:1])[CH:3]=1)[C:9]([OH:11])=[O:10], predict the reactants needed to synthesize it. The reactants are: [Cl:1][C:2]1[CH:3]=[C:4]([CH2:8][C:9]([OH:11])=[O:10])[CH:5]=[CH:6][CH:7]=1.C1C(=O)N([Br:19])C(=O)C1.